This data is from Reaction yield outcomes from USPTO patents with 853,638 reactions. The task is: Predict the reaction yield, written as a fraction of the theoretical maximum amount of product (1.0 means a 100% yield; for example, 0.34 means a 34% yield). (1) The reactants are Br.Br.[CH2:3]1[C:9]2[CH:10]=[CH:11][C:12]([NH2:14])=[CH:13][C:8]=2[CH2:7][CH2:6][NH:5][CH2:4]1.[OH-:15].[Na+].[Cl:17][C:18]1[CH:23]=[CH:22][CH:21]=[CH:20][C:19]=1[S:24]([N:27]=[C:28]=[O:29])(=[O:26])=[O:25].C(O[CH2:33][CH3:34])C. The catalyst is C(Cl)Cl. The yield is 0.0700. The product is [Cl:17][C:18]1[CH:23]=[CH:22][CH:21]=[CH:20][C:19]=1[S:24]([NH:27][C:28]([N:5]1[CH2:4][CH2:3][C:9]2[CH:10]=[CH:11][C:12]([NH:14][C:28](=[O:29])[NH:27][S:24]([C:34]3[CH:33]=[CH:21][CH:20]=[CH:19][C:18]=3[Cl:17])(=[O:25])=[O:15])=[CH:13][C:8]=2[CH2:7][CH2:6]1)=[O:29])(=[O:26])=[O:25]. (2) The reactants are [NH2:1][C:2]1[O:3][C@H:4]2[C@@H:6]([C@:7]([C:12]3[CH:13]=[C:14]([NH:19][C:20](=[O:28])[C:21]4[CH:26]=[CH:25][C:24](Cl)=[CH:23][N:22]=4)[CH:15]=[CH:16][C:17]=3[F:18])([CH:9]([F:11])[F:10])[N:8]=1)[CH2:5]2.[CH:61]1(P([CH:57]2[CH2:62][CH2:61][CH2:60][CH2:59]C2)C2C=CC=CC=2C2C(C(C)C)=CC(C(C)C)=CC=2C(C)C)[CH2:62][CH2:57]C[CH2:59][CH2:60]1.C(=O)([O-])[O-].[Cs+].[Cs+].C1(C#C)CC1. The catalyst is CO.CC#N. The product is [NH2:1][C:2]1[O:3][C@H:4]2[C@@H:6]([C@:7]([C:12]3[CH:13]=[C:14]([NH:19][C:20](=[O:28])[C:21]4[CH:26]=[CH:25][C:24]([C:57]#[C:62][CH:61]5[CH2:60][CH2:59]5)=[CH:23][N:22]=4)[CH:15]=[CH:16][C:17]=3[F:18])([CH:9]([F:11])[F:10])[N:8]=1)[CH2:5]2. The yield is 0.541. (3) The catalyst is C(Cl)(Cl)Cl. The product is [CH2:19]([CH:14]([CH2:15][CH2:16][CH2:17][CH3:18])[CH2:13][O:12][C:9]1[CH:8]=[CH:7][C:6]([O:5][CH2:4][CH:3]([CH2:1][CH3:2])[CH2:21][CH2:22][CH2:23][CH3:24])=[CH:11][C:10]=1[N+:25]([O-:27])=[O:26])[CH3:20]. The reactants are [CH2:1]([CH:3]([CH2:21][CH2:22][CH2:23][CH3:24])[CH2:4][O:5][C:6]1[CH:11]=[CH:10][C:9]([O:12][CH2:13][CH:14]([CH2:19][CH3:20])[CH2:15][CH2:16][CH2:17][CH3:18])=[CH:8][CH:7]=1)[CH3:2].[N+:25]([O-])([OH:27])=[O:26].O. The yield is 1.00. (4) The reactants are [H-].[Na+].F[C:4]1[CH:5]=[CH:6][C:7]([N:10]([CH2:20][C:21]2[CH:30]=[CH:29][C:24]([C:25]([O:27][CH3:28])=[O:26])=[CH:23][CH:22]=2)[C:11]2[S:15][N:14]=[C:13](C(F)(F)F)[N:12]=2)=[N:8][CH:9]=1.BrC[C:33]1[CH:42]=[CH:41][C:36](C(OC)=O)=[CH:35][C:34]=1[F:43].[CH3:44]N(C=O)C. The catalyst is [Cl-].[Na+].O. The product is [F:43][C:34]1[CH:35]=[CH:36][C:41]([C:5]2[CH:4]=[CH:9][N:8]=[C:7]([N:10]([CH2:20][C:21]3[CH:30]=[CH:29][C:24]([C:25]([O:27][CH3:28])=[O:26])=[CH:23][CH:22]=3)[C:11]3[S:15][N:14]=[C:13]([CH3:44])[N:12]=3)[CH:6]=2)=[CH:42][CH:33]=1. The yield is 0.500. (5) The reactants are Br[C:2]1[CH:3]=[C:4]2[C:9](=[CH:10][CH:11]=1)[CH:8]=[N:7][CH:6]=[CH:5]2.[N:12]1[CH:17]=[CH:16][C:15](B(O)O)=[CH:14][CH:13]=1.C(=O)([O-])[O-].[Ca+2].C(COC)OC. The catalyst is C1C=CC([P]([Pd]([P](C2C=CC=CC=2)(C2C=CC=CC=2)C2C=CC=CC=2)([P](C2C=CC=CC=2)(C2C=CC=CC=2)C2C=CC=CC=2)[P](C2C=CC=CC=2)(C2C=CC=CC=2)C2C=CC=CC=2)(C2C=CC=CC=2)C2C=CC=CC=2)=CC=1.O. The product is [N:12]1[CH:17]=[CH:16][CH:15]=[CH:14][C:13]=1[C:2]1[CH:3]=[C:4]2[C:9](=[CH:10][CH:11]=1)[CH:8]=[N:7][CH:6]=[CH:5]2. The yield is 0.600. (6) The reactants are [F:1][C:2]1[CH:7]=[CH:6][C:5]([F:8])=[CH:4][C:3]=1[C@H:9]1[CH2:13][CH2:12][CH2:11][N:10]1[C:14]1[CH:19]=[CH:18][N:17]2[N:20]=[CH:21][C:22]([NH2:23])=[C:16]2[N:15]=1.[N:24]1[CH:29]=[CH:28][N:27]=[CH:26][C:25]=1[C:30](O)=[O:31].CN(C(ON1N=NC2C=CC=NC1=2)=[N+](C)C)C.F[P-](F)(F)(F)(F)F.CCN(C(C)C)C(C)C. The catalyst is CCOC(C)=O.CN(C=O)C. The product is [F:1][C:2]1[CH:7]=[CH:6][C:5]([F:8])=[CH:4][C:3]=1[C@H:9]1[CH2:13][CH2:12][CH2:11][N:10]1[C:14]1[CH:19]=[CH:18][N:17]2[N:20]=[CH:21][C:22]([NH:23][C:30]([C:25]3[CH:26]=[N:27][CH:28]=[CH:29][N:24]=3)=[O:31])=[C:16]2[N:15]=1. The yield is 0.930.